This data is from Catalyst prediction with 721,799 reactions and 888 catalyst types from USPTO. The task is: Predict which catalyst facilitates the given reaction. (1) Reactant: [Br:1][C:2]1[CH:10]=[CH:9][C:5]([C:6]([OH:8])=[O:7])=[CH:4][C:3]=1[C:11]([OH:13])=[O:12].C1CCC(N=C=N[CH:23]2[CH2:28][CH2:27]CCC2)CC1.Cl[CH2:30]Cl.[CH3:32][C:33](O)([CH3:35])[CH3:34]. Product: [Br:1][C:2]1[CH:10]=[CH:9][C:5]([C:6]([O:8][C:33]([CH3:35])([CH3:34])[CH3:32])=[O:7])=[CH:4][C:3]=1[C:11]([O:13][C:28]([CH3:27])([CH3:23])[CH3:30])=[O:12]. The catalyst class is: 142. (2) Reactant: [OH:1][C:2]1[CH:3]=[C:4]([CH:7]=[CH:8][C:9]=1[O:10][CH3:11])[CH:5]=[O:6].I[C:13]1[CH:14]=[C:15]([CH:18]=[CH:19][CH:20]=1)[C:16]#[N:17].C(=O)([O-])[O-].[Cs+].[Cs+].CN(C)CC(O)=O. Product: [CH:5]([C:4]1[CH:7]=[CH:8][C:9]([O:10][CH3:11])=[C:2]([CH:3]=1)[O:1][C:13]1[CH:14]=[C:15]([CH:18]=[CH:19][CH:20]=1)[C:16]#[N:17])=[O:6]. The catalyst class is: 321.